Task: Predict the reactants needed to synthesize the given product.. Dataset: Full USPTO retrosynthesis dataset with 1.9M reactions from patents (1976-2016) (1) Given the product [CH3:28][O:27][C:24]1[CH:25]=[C:26]2[C:21](=[CH:22][C:23]=1[O:29][CH3:30])[N:20]=[CH:19][N:18]=[C:17]2[N:14]1[CH2:13][CH2:12][N:11]([C:9]([NH:8][C:5]2[CH:6]=[CH:7][C:2]([NH:1][C:34]([NH:33][CH2:31][CH3:32])=[S:35])=[CH:3][CH:4]=2)=[O:10])[CH2:16][CH2:15]1, predict the reactants needed to synthesize it. The reactants are: [NH2:1][C:2]1[CH:7]=[CH:6][C:5]([NH:8][C:9]([N:11]2[CH2:16][CH2:15][N:14]([C:17]3[C:26]4[C:21](=[CH:22][C:23]([O:29][CH3:30])=[C:24]([O:27][CH3:28])[CH:25]=4)[N:20]=[CH:19][N:18]=3)[CH2:13][CH2:12]2)=[O:10])=[CH:4][CH:3]=1.[CH2:31]([N:33]=[C:34]=[S:35])[CH3:32].O.[Cl-].[Na+]. (2) Given the product [F:1][C:2]1[C:3]([CH3:25])=[C:4]([C@:8]2([C:21]([O:23][CH3:24])=[O:22])[CH2:12][CH2:11][C:10]([C:26]3[CH:31]=[CH:30][CH:29]=[CH:28][CH:27]=3)=[CH:9]2)[CH:5]=[CH:6][CH:7]=1, predict the reactants needed to synthesize it. The reactants are: [F:1][C:2]1[C:3]([CH3:25])=[C:4]([C@:8]2([C:21]([O:23][CH3:24])=[O:22])[CH2:12][CH2:11][C:10](OS(C(F)(F)F)(=O)=O)=[CH:9]2)[CH:5]=[CH:6][CH:7]=1.[C:26]1(B(O)O)[CH:31]=[CH:30][CH:29]=[CH:28][CH:27]=1. (3) Given the product [NH2:22][C:21]1[CH:23]=[CH:24][C:18]([O:17][C:13]2[CH:14]=[C:15]3[C:10]([N:9]=[CH:8][C:7]([N:1]4[CH2:6][CH2:5][N:4]([C:30]([O:29][C:26]([CH3:28])([CH3:27])[CH3:25])=[O:31])[CH2:3][CH2:2]4)=[N:16]3)=[CH:11][CH:12]=2)=[CH:19][CH:20]=1, predict the reactants needed to synthesize it. The reactants are: [N:1]1([C:7]2[CH:8]=[N:9][C:10]3[C:15]([N:16]=2)=[CH:14][C:13]([O:17][C:18]2[CH:24]=[CH:23][C:21]([NH2:22])=[CH:20][CH:19]=2)=[CH:12][CH:11]=3)[CH2:6][CH2:5][NH:4][CH2:3][CH2:2]1.[CH3:25][C:26]([O:29][C:30](O[C:30]([O:29][C:26]([CH3:28])([CH3:27])[CH3:25])=[O:31])=[O:31])([CH3:28])[CH3:27]. (4) Given the product [F:20][C:21]([F:32])([F:31])[C:22]([N:7]([CH:13]([CH3:15])[CH3:12])[C:3]1[CH:4]=[N:5][O:6][C:2]=1[CH3:1])=[O:23], predict the reactants needed to synthesize it. The reactants are: [CH3:1][C:2]1[O:6][N:5]=[CH:4][C:3]=1[NH2:7].C(O)(=O)C.[CH3:12][C:13]([CH3:15])=O.C([BH3-])#N.[Na+].[F:20][C:21]([F:32])([F:31])[C:22](O[C:22](=[O:23])[C:21]([F:32])([F:31])[F:20])=[O:23]. (5) The reactants are: C(N1C=CN=C1)(N1C=CN=C1)=O.[F:13][C:14]1[CH:31]=[CH:30][C:17]([NH:18][C:19]2[CH:27]=[C:26]([F:28])[C:25]([F:29])=[CH:24][C:20]=2[C:21]([OH:23])=O)=[CH:16][CH:15]=1.Cl.[CH2:33]([O:40][NH2:41])[C:34]1[CH:39]=[CH:38][CH:37]=[CH:36][CH:35]=1.C(N(CC)CC)C. Given the product [F:13][C:14]1[CH:15]=[CH:16][C:17]([NH:18][C:19]2[CH:27]=[C:26]([F:28])[C:25]([F:29])=[CH:24][C:20]=2[C:21]([NH:41][O:40][CH2:33][C:34]2[CH:39]=[CH:38][CH:37]=[CH:36][CH:35]=2)=[O:23])=[CH:30][CH:31]=1, predict the reactants needed to synthesize it. (6) Given the product [Cl:1][C:2]1[CH:7]=[CH:6][C:5]([O:8][CH3:9])=[CH:4][C:3]=1[NH:10][C:11]1[C:12]([NH:21][S:22]([C:25]2[CH:26]=[C:27]([CH:28]=[CH:29][CH:30]=2)[C:31]([OH:43])=[O:39])(=[O:24])=[O:23])=[N:13][C:14]2[C:19]([N:20]=1)=[CH:18][CH:17]=[CH:16][CH:15]=2, predict the reactants needed to synthesize it. The reactants are: [Cl:1][C:2]1[CH:7]=[CH:6][C:5]([O:8][CH3:9])=[CH:4][C:3]=1[NH:10][C:11]1[C:12]([NH:21][S:22]([C:25]2[CH:30]=[CH:29][CH:28]=[C:27]([C:31]#N)[CH:26]=2)(=[O:24])=[O:23])=[N:13][C:14]2[C:19]([N:20]=1)=[CH:18][CH:17]=[CH:16][CH:15]=2.O1CCOCC1.[OH-:39].[Na+].Cl.C[OH:43].